From a dataset of Forward reaction prediction with 1.9M reactions from USPTO patents (1976-2016). Predict the product of the given reaction. (1) Given the reactants [NH2:1][C:2]1[C:7]([OH:8])=[CH:6][C:5]([F:9])=[CH:4][N:3]=1.Cl[CH:11]([C:17]([CH3:19])=O)[C:12]([O:14][CH2:15][CH3:16])=[O:13], predict the reaction product. The product is: [F:9][C:5]1[CH:6]=[C:7]([OH:8])[C:2]2[N:3]([C:11]([C:12]([O:14][CH2:15][CH3:16])=[O:13])=[C:17]([CH3:19])[N:1]=2)[CH:4]=1. (2) Given the reactants [NH2:1][C:2]1[N:7]=[CH:6][C:5]([C:8]2[CH:9]=[N:10][N:11]([CH:13]3[CH2:16][C:15]4([CH2:21][CH2:20][N:19](C(OC(C)(C)C)=O)[CH2:18][CH2:17]4)[CH2:14]3)[CH:12]=2)=[CH:4][C:3]=1[O:29][C@@H:30]([C:32]1[C:37]([Cl:38])=[CH:36][CH:35]=[C:34]([F:39])[C:33]=1[Cl:40])[CH3:31].C([O-])([O-])=O.[Na+].[Na+].O, predict the reaction product. The product is: [CH2:14]1[C:15]2([CH2:17][CH2:18][NH:19][CH2:20][CH2:21]2)[CH2:16][CH:13]1[N:11]1[CH:12]=[C:8]([C:5]2[CH:4]=[C:3]([O:29][C@@H:30]([C:32]3[C:37]([Cl:38])=[CH:36][CH:35]=[C:34]([F:39])[C:33]=3[Cl:40])[CH3:31])[C:2]([NH2:1])=[N:7][CH:6]=2)[CH:9]=[N:10]1. (3) Given the reactants [F:1][C:2]1[CH:25]=[CH:24][C:5]([CH2:6][C:7]2[CH:8]=[C:9]([NH:16]C(OC(C)(C)C)=O)[C:10]([C:13]([O-:15])=[O:14])=[N:11][CH:12]=2)=[CH:4][CH:3]=1.F[C:27](F)(F)[C:28](O)=O, predict the reaction product. The product is: [NH2:16][C:9]1[C:10]([C:13]([O:15][CH2:27][CH3:28])=[O:14])=[N:11][CH:12]=[C:7]([CH2:6][C:5]2[CH:4]=[CH:3][C:2]([F:1])=[CH:25][CH:24]=2)[CH:8]=1. (4) Given the reactants [Cl:1][C:2]1[N:3]=[N:4][C:5]([O:8][CH2:9][CH:10]2[CH2:15][CH2:14][NH:13][CH2:12][CH2:11]2)=[CH:6][CH:7]=1.CCN(CC)CC.[CH2:23]([C:25]1([CH2:28][CH3:29])[CH2:27][O:26]1)[CH3:24].O, predict the reaction product. The product is: [Cl:1][C:2]1[N:3]=[N:4][C:5]([O:8][CH2:9][CH:10]2[CH2:15][CH2:14][N:13]([CH2:27][C:25]([OH:26])([CH2:28][CH3:29])[CH2:23][CH3:24])[CH2:12][CH2:11]2)=[CH:6][CH:7]=1. (5) Given the reactants C(N(CC)CC)C.[CH:8]([Si:11]([CH:16]([CH3:18])[CH3:17])([CH:13]([CH3:15])[CH3:14])Cl)([CH3:10])[CH3:9].[CH2:19]([OH:24])[CH2:20][C@@H:21]([OH:23])[CH3:22], predict the reaction product. The product is: [CH:8]([Si:11]([CH:16]([CH3:18])[CH3:17])([CH:13]([CH3:15])[CH3:14])[O:24][CH2:19][CH2:20][C@@H:21]([OH:23])[CH3:22])([CH3:10])[CH3:9]. (6) Given the reactants [CH3:1][O:2][C:3]1[CH:4]=[CH:5][C:6]2[C:12](=[O:13])[C:11]([C:15]3[CH:20]=[CH:19][C:18]([O:21][CH3:22])=[CH:17][CH:16]=3)([CH3:14])[CH2:10][CH2:9][CH2:8][C:7]=2[CH:23]=1.[CH2:24]([Li])[CH3:25].[NH4+].[Cl-], predict the reaction product. The product is: [CH2:24]([C:12]1([OH:13])[C:6]2[CH:5]=[CH:4][C:3]([O:2][CH3:1])=[CH:23][C:7]=2[CH2:8][CH2:9][CH2:10][C:11]1([C:15]1[CH:16]=[CH:17][C:18]([O:21][CH3:22])=[CH:19][CH:20]=1)[CH3:14])[CH3:25]. (7) The product is: [CH2:16]([N:12]1[C:11]2[CH:10]=[CH:9][CH:8]=[CH:7][C:6]=2[C:5]2[C:13]1=[CH:1][CH:2]=[CH:3][CH:4]=2)[CH2:17][CH2:18][CH2:19][CH2:20][CH2:21][CH2:22][CH3:23]. Given the reactants [CH:1]1[C:13]2[NH:12][C:11]3[C:6](=[CH:7][CH:8]=[CH:9][CH:10]=3)[C:5]=2[CH:4]=[CH:3][CH:2]=1.[OH-].[Na+].[CH2:16](Br)[CH2:17][CH2:18][CH2:19][CH2:20][CH2:21][CH2:22][CH3:23], predict the reaction product.